From a dataset of Forward reaction prediction with 1.9M reactions from USPTO patents (1976-2016). Predict the product of the given reaction. (1) Given the reactants [CH2:1]([O:4][N:5]=[C:6]1[CH2:10][N:9](C(OC(C)(C)C)=O)[C@H:8]([C:18]([OH:20])=O)[CH2:7]1)[CH:2]=[CH2:3].[CH3:21][O:22][CH2:23][CH2:24][NH2:25], predict the reaction product. The product is: [CH2:1]([O:4][N:5]=[C:6]1[CH2:10][NH:9][C@H:8]([C:18]([NH:25][CH2:24][CH2:23][O:22][CH3:21])=[O:20])[CH2:7]1)[CH:2]=[CH2:3]. (2) Given the reactants [CH2:1]([Zn]CC)C.IC.C(COC)OC.[CH3:14][O:15][N:16]([CH3:30])[C:17](=[O:29])[CH2:18]/[CH:19]=[CH:20]/[C:21]1[CH:26]=[CH:25][C:24]([O:27][CH3:28])=[CH:23][CH:22]=1, predict the reaction product. The product is: [CH3:14][O:15][N:16]([CH3:30])[C:17](=[O:29])[CH2:18][CH:19]1[CH2:1][CH:20]1[C:21]1[CH:22]=[CH:23][C:24]([O:27][CH3:28])=[CH:25][CH:26]=1.